From a dataset of Reaction yield outcomes from USPTO patents with 853,638 reactions. Predict the reaction yield, written as a fraction of the theoretical maximum amount of product (1.0 means a 100% yield; for example, 0.34 means a 34% yield). (1) The reactants are [Br:1][C:2]1[C:7]2[CH2:8][O:9][CH:10]([C:12]3[CH:17]=[CH:16][CH:15]=[CH:14][CH:13]=3)[O:11][C:6]=2[C:5]([OH:18])=[C:4]([N+:19]([O-:21])=[O:20])[CH:3]=1.[CH3:22][CH:23](O)[CH3:24].C1C=CC(P(C2C=CC=CC=2)C2C=CC=CC=2)=CC=1.CCOC(/N=N/C(OCC)=O)=O. The catalyst is C1COCC1. The product is [Br:1][C:2]1[C:7]2[CH2:8][O:9][CH:10]([C:12]3[CH:13]=[CH:14][CH:15]=[CH:16][CH:17]=3)[O:11][C:6]=2[C:5]([O:18][CH:23]([CH3:24])[CH3:22])=[C:4]([N+:19]([O-:21])=[O:20])[CH:3]=1. The yield is 0.850. (2) The reactants are C([O:3][C:4]([CH:6]1[CH2:11][CH2:10][N:9]([C:12]([C:14]2([CH3:17])[CH2:16][CH2:15]2)=[O:13])[CH2:8][CH2:7]1)=[O:5])C.C1COCC1.CCO.O[Li].O. The catalyst is O. The product is [CH3:17][C:14]1([C:12]([N:9]2[CH2:8][CH2:7][CH:6]([C:4]([OH:5])=[O:3])[CH2:11][CH2:10]2)=[O:13])[CH2:15][CH2:16]1. The yield is 0.860. (3) The reactants are [C:1]([C:3]1[C:4]([I:17])=[C:5]([C:12]([O:14][CH2:15][CH3:16])=[O:13])[S:6][C:7]=1S(C)(=O)=O)#[N:2].[CH3:18][O:19][C:20]1[CH:27]=[C:26]([O:28][CH3:29])[CH:25]=[CH:24][C:21]=1[CH2:22][NH2:23]. The catalyst is O1CCCC1. The product is [C:1]([C:3]1[C:4]([I:17])=[C:5]([C:12]([O:14][CH2:15][CH3:16])=[O:13])[S:6][C:7]=1[NH:23][CH2:22][C:21]1[CH:24]=[CH:25][C:26]([O:28][CH3:29])=[CH:27][C:20]=1[O:19][CH3:18])#[N:2]. The yield is 0.810. (4) The reactants are [CH3:1][O:2][C:3]1[CH:4]=[CH:5][C:6]2[N:7]([CH:9]=[C:10]([C:12]3[CH:13]=[CH:14][C:15]([CH3:19])=[C:16]([CH:18]=3)[NH2:17])[N:11]=2)[N:8]=1.N1C=CC=CC=1.[CH3:26][C:27]([CH3:32])([CH3:31])[C:28](Cl)=[O:29]. The catalyst is C(#N)C. The product is [CH3:1][O:2][C:3]1[CH:4]=[CH:5][C:6]2[N:7]([CH:9]=[C:10]([C:12]3[CH:13]=[CH:14][C:15]([CH3:19])=[C:16]([NH:17][C:28](=[O:29])[C:27]([CH3:32])([CH3:31])[CH3:26])[CH:18]=3)[N:11]=2)[N:8]=1. The yield is 0.860. (5) The reactants are [CH3:1][O:2][C:3]1[CH:4]=[C:5]2[C:10](=[CH:11][C:12]=1[O:13][CH3:14])[N:9]=[CH:8][N:7]=[C:6]2[O:15][C:16]1[CH:22]=[CH:21][C:19]([NH2:20])=[CH:18][CH:17]=1.C(N(CC)CC)C.ClC(Cl)(O[C:34](=[O:40])OC(Cl)(Cl)Cl)Cl.[CH2:42]([N:44]([C:48]1[CH:53]=[CH:52][CH:51]=[C:50]([CH3:54])[CH:49]=1)[CH2:45][CH2:46][NH2:47])[CH3:43]. The catalyst is C(Cl)(Cl)Cl.O. The product is [CH3:1][O:2][C:3]1[CH:4]=[C:5]2[C:10](=[CH:11][C:12]=1[O:13][CH3:14])[N:9]=[CH:8][N:7]=[C:6]2[O:15][C:16]1[CH:22]=[CH:21][C:19]([NH:20][C:34]([NH:47][CH2:46][CH2:45][N:44]([CH2:42][CH3:43])[C:48]2[CH:53]=[CH:52][CH:51]=[C:50]([CH3:54])[CH:49]=2)=[O:40])=[CH:18][CH:17]=1. The yield is 1.00.